From a dataset of Forward reaction prediction with 1.9M reactions from USPTO patents (1976-2016). Predict the product of the given reaction. Given the reactants C([O:5][C:6](=[O:39])[C@@H:7]([NH:9][C:10]([C:12]1[CH:16]=[C:15]([O:17][CH2:18][C:19]([N:21]2[CH2:25][CH2:24][CH2:23][C@H:22]2[C:26](=[O:32])[NH:27][CH:28]2[CH2:31][CH2:30][CH2:29]2)=[O:20])[N:14]([C:33]2[CH:38]=[CH:37][CH:36]=[CH:35][CH:34]=2)[N:13]=1)=[O:11])[CH3:8])(C)(C)C.C(O)(C(F)(F)F)=O, predict the reaction product. The product is: [CH:28]1([NH:27][C:26]([C@@H:22]2[CH2:23][CH2:24][CH2:25][N:21]2[C:19](=[O:20])[CH2:18][O:17][C:15]2[N:14]([C:33]3[CH:38]=[CH:37][CH:36]=[CH:35][CH:34]=3)[N:13]=[C:12]([C:10]([NH:9][C@@H:7]([CH3:8])[C:6]([OH:39])=[O:5])=[O:11])[CH:16]=2)=[O:32])[CH2:29][CH2:30][CH2:31]1.